Dataset: NCI-60 drug combinations with 297,098 pairs across 59 cell lines. Task: Regression. Given two drug SMILES strings and cell line genomic features, predict the synergy score measuring deviation from expected non-interaction effect. Drug 1: C1=CC(=CC=C1CCC2=CNC3=C2C(=O)NC(=N3)N)C(=O)NC(CCC(=O)O)C(=O)O. Drug 2: C1=NC2=C(N=C(N=C2N1C3C(C(C(O3)CO)O)O)F)N. Cell line: MALME-3M. Synergy scores: CSS=16.6, Synergy_ZIP=-1.43, Synergy_Bliss=1.53, Synergy_Loewe=2.28, Synergy_HSA=3.36.